Dataset: Catalyst prediction with 721,799 reactions and 888 catalyst types from USPTO. Task: Predict which catalyst facilitates the given reaction. (1) Reactant: [CH3:1][C:2]1[CH:7]=[CH:6][C:5]([NH:8][C:9](=[O:20])[C:10]2[CH:15]=[CH:14][CH:13]=[C:12]([C:16]([F:19])([F:18])[F:17])[CH:11]=2)=[CH:4][C:3]=1[C:21]1[CH:26]=[C:25]([N:27]2[CH2:32][CH2:31][O:30][CH2:29][CH2:28]2)[N:24]=[C:23](S(C)(=O)=O)[N:22]=1.[N-:37]=[N+:38]=[N-:39].[Na+]. Product: [N:37]([C:23]1[N:22]=[C:21]([C:3]2[CH:4]=[C:5]([NH:8][C:9](=[O:20])[C:10]3[CH:15]=[CH:14][CH:13]=[C:12]([C:16]([F:19])([F:17])[F:18])[CH:11]=3)[CH:6]=[CH:7][C:2]=2[CH3:1])[CH:26]=[C:25]([N:27]2[CH2:32][CH2:31][O:30][CH2:29][CH2:28]2)[N:24]=1)=[N+:38]=[N-:39]. The catalyst class is: 3. (2) Reactant: [F:1][C:2]1[CH:9]=[CH:8][C:7]([C:10]2[C:11]([C:19]3[CH:24]=[CH:23][CH:22]=[C:21]([CH3:25])[N:20]=3)=[N:12][N:13]3[CH:18]=[CH:17][CH:16]=[CH:15][C:14]=23)=[CH:6][C:3]=1[CH:4]=O.[CH3:26][N:27]([CH3:31])[CH2:28][CH2:29][NH2:30].C(OC)(OC)OC.[BH4-].[Na+]. Product: [F:1][C:2]1[CH:9]=[CH:8][C:7]([C:10]2[C:11]([C:19]3[CH:24]=[CH:23][CH:22]=[C:21]([CH3:25])[N:20]=3)=[N:12][N:13]3[CH:18]=[CH:17][CH:16]=[CH:15][C:14]=23)=[CH:6][C:3]=1[CH2:4][NH:30][CH2:29][CH2:28][N:27]([CH3:31])[CH3:26]. The catalyst class is: 5. (3) Reactant: [CH3:1][O:2][C:3](=[O:19])[C@@:4]([CH3:18])([N:13]1[CH:17]=[CH:16][CH:15]=[CH:14]1)[CH2:5][C:6]1[CH:11]=[CH:10][C:9]([OH:12])=[CH:8][CH:7]=1.COC(=O)C(N1C(C2C=CC=CC=2)=CC=C1C)CC1C=CC(O)=CC=1.C1(P(C2C=CC=CC=2)C2C=CC=CC=2)C=CC=CC=1.[CH3:64][C:65]1[O:69][C:68]([C:70]2[CH:75]=[CH:74][CH:73]=[CH:72][CH:71]=2)=[N:67][C:66]=1[CH2:76][CH2:77]O.CC(OC(/N=N/C(OC(C)C)=O)=O)C. Product: [CH3:1][O:2][C:3](=[O:19])[C@@:4]([CH3:18])([N:13]1[CH:17]=[CH:16][CH:15]=[CH:14]1)[CH2:5][C:6]1[CH:11]=[CH:10][C:9]([O:12][CH2:77][CH2:76][C:66]2[N:67]=[C:68]([C:70]3[CH:75]=[CH:74][CH:73]=[CH:72][CH:71]=3)[O:69][C:65]=2[CH3:64])=[CH:8][CH:7]=1. The catalyst class is: 1. (4) Reactant: [OH-].[K+].[CH:3]([C:5]1[CH:6]=[C:7](/[CH:11]=[CH:12]/[C:13]([O:15][C:16]([CH3:19])([CH3:18])[CH3:17])=[O:14])[CH:8]=[CH:9][CH:10]=1)=O.[Cl:20][C:21]1[CH:22]=[C:23]([C:34](=[O:36])[CH3:35])[CH:24]=[C:25]([N:27]2[CH2:32][CH2:31][N:30]([CH3:33])[CH2:29][CH2:28]2)[CH:26]=1. Product: [Cl:20][C:21]1[CH:22]=[C:23]([C:34](=[O:36])/[CH:35]=[CH:3]/[C:5]2[CH:6]=[C:7](/[CH:11]=[CH:12]/[C:13]([O:15][C:16]([CH3:19])([CH3:18])[CH3:17])=[O:14])[CH:8]=[CH:9][CH:10]=2)[CH:24]=[C:25]([N:27]2[CH2:28][CH2:29][N:30]([CH3:33])[CH2:31][CH2:32]2)[CH:26]=1. The catalyst class is: 14. (5) Reactant: C[O:2][C:3]([C:5]1([C:8]([OH:10])=[O:9])[CH2:7][CH2:6]1)=O.[F:11][C:12]1[CH:18]=[CH:17][C:15]([NH2:16])=[CH:14][CH:13]=1.C(Cl)CCl.C1C=CC2N(O)N=NC=2C=1. Product: [F:11][C:12]1[CH:18]=[CH:17][C:15]([NH:16][C:3]([C:5]2([C:8]([OH:10])=[O:9])[CH2:7][CH2:6]2)=[O:2])=[CH:14][CH:13]=1. The catalyst class is: 2. (6) Reactant: [OH:1][CH:2]([C:19]1[C:20]2[CH:27]=[CH:26][N:25]([CH2:28][O:29][CH2:30][CH2:31][Si:32]([CH3:35])([CH3:34])[CH3:33])[C:21]=2[N:22]=[CH:23][N:24]=1)[CH:3]1[CH2:8][CH2:7][CH2:6][N:5]([C:9]([O:11][CH2:12][C:13]2[CH:18]=[CH:17][CH:16]=[CH:15][CH:14]=2)=[O:10])[CH2:4]1.CCOC(C)=O.CC(OI1(OC(C)=O)(OC(C)=O)OC(=O)C2C=CC=CC1=2)=O. Product: [CH3:33][Si:32]([CH3:35])([CH3:34])[CH2:31][CH2:30][O:29][CH2:28][N:25]1[C:21]2[N:22]=[CH:23][N:24]=[C:19]([C:2]([CH:3]3[CH2:8][CH2:7][CH2:6][N:5]([C:9]([O:11][CH2:12][C:13]4[CH:14]=[CH:15][CH:16]=[CH:17][CH:18]=4)=[O:10])[CH2:4]3)=[O:1])[C:20]=2[CH:27]=[CH:26]1. The catalyst class is: 2. (7) Reactant: [O:1]1[CH2:6][CH2:5][N:4]([C:7]2[CH:8]=[CH:9][C:10]([CH:13]=[O:14])=[N:11][CH:12]=2)[CH2:3][CH2:2]1.[BH4-].[Na+].[OH-].[Na+]. Product: [O:1]1[CH2:6][CH2:5][N:4]([C:7]2[CH:8]=[CH:9][C:10]([CH2:13][OH:14])=[N:11][CH:12]=2)[CH2:3][CH2:2]1. The catalyst class is: 5. (8) Reactant: [C:1]([C:4]1[C:9]([C:10]2[CH:15]=[CH:14][CH:13]=[C:12]([F:16])[CH:11]=2)=[C:8]([N:17]([C:22]([O:24][CH3:25])=[O:23])[C:18]([O:20][CH3:21])=[O:19])[C:7]([CH3:26])=[C:6]([Cl:27])[CH:5]=1)(=O)[CH3:2].C([O-])(=O)C.[NH4+].C([BH3-])#[N:34].[Na+]. Product: [CH3:25][O:24][C:22]([N:17]([C:8]1[C:7]([CH3:26])=[C:6]([Cl:27])[CH:5]=[C:4]([CH:1]([NH2:34])[CH3:2])[C:9]=1[C:10]1[CH:15]=[CH:14][CH:13]=[C:12]([F:16])[CH:11]=1)[C:18]([O:20][CH3:21])=[O:19])=[O:23]. The catalyst class is: 449. (9) Reactant: [CH3:1][O:2][C:3]1[CH:4]=[C:5]([CH:9]=[CH:10][CH:11]=1)[CH2:6][CH2:7][OH:8].N1C=CC=CC=1.[Br:18]Br. Product: [Br:18][C:9]1[CH:10]=[CH:11][C:3]([O:2][CH3:1])=[CH:4][C:5]=1[CH2:6][CH2:7][OH:8]. The catalyst class is: 4.